Dataset: Reaction yield outcomes from USPTO patents with 853,638 reactions. Task: Predict the reaction yield, written as a fraction of the theoretical maximum amount of product (1.0 means a 100% yield; for example, 0.34 means a 34% yield). The reactants are [C:1]([N:4]1[C:13]2[CH:12]=[CH:11][C:10]([NH2:14])=[CH:9][C:8]=2[C:7]2[N:15]([C:23]3[CH:31]=[CH:30][C:26]4[O:27][CH2:28][O:29][C:25]=4[CH:24]=3)[N:16]=[C:17]([C:18]([O:20]CC)=[O:19])[C:6]=2[CH2:5]1)(=[O:3])[CH3:2].[NH3:32]. The catalyst is C(O)C. The product is [C:18]([OH:20])(=[O:19])[CH3:17].[C:1]([N:4]1[C:13]2[CH:12]=[CH:11][C:10]([NH2:14])=[CH:9][C:8]=2[C:7]2[N:15]([C:23]3[CH:31]=[CH:30][C:26]4[O:27][CH2:28][O:29][C:25]=4[CH:24]=3)[N:16]=[C:17]([C:18]([NH2:32])=[O:20])[C:6]=2[CH2:5]1)(=[O:3])[CH3:2]. The yield is 0.930.